Dataset: Full USPTO retrosynthesis dataset with 1.9M reactions from patents (1976-2016). Task: Predict the reactants needed to synthesize the given product. Given the product [OH:12][C:13]1[C:20]([C:21]([F:22])([F:23])[F:24])=[CH:19][CH:18]=[C:17]([CH3:25])[C:14]=1[C:15]([OH:33])=[O:16], predict the reactants needed to synthesize it. The reactants are: Cl([O-])=O.[Na+].O.P([O-])(O)(O)=O.[Na+].[OH:12][C:13]1[C:20]([C:21]([F:24])([F:23])[F:22])=[CH:19][CH:18]=[C:17]([CH3:25])[C:14]=1[CH:15]=[O:16].CC(=CC)C.S([O-])([O-])(=[O:33])=S.[Na+].[Na+].Cl.